This data is from CYP2D6 inhibition data for predicting drug metabolism from PubChem BioAssay. The task is: Regression/Classification. Given a drug SMILES string, predict its absorption, distribution, metabolism, or excretion properties. Task type varies by dataset: regression for continuous measurements (e.g., permeability, clearance, half-life) or binary classification for categorical outcomes (e.g., BBB penetration, CYP inhibition). Dataset: cyp2d6_veith. (1) The molecule is CN(C)C(=O)c1ccc(-c2ccc3ncnc(Nc4ccc(F)cc4)c3c2)cc1. The result is 1 (inhibitor). (2) The compound is COc1ccc(-n2c(CNC(=O)c3cc(OC)c(OC)c(OC)c3)n[nH]c2=S)cc1. The result is 0 (non-inhibitor). (3) The compound is O=S(=O)(C[C@H](O)C(Cl)(Cl)Cl)NNc1ccccc1. The result is 0 (non-inhibitor). (4) The drug is Cc1cc(N)n2ncc(-c3ccc(Cl)cc3)c2n1. The result is 0 (non-inhibitor). (5) The drug is CCCCCCCCCCCCCCCC[N+](C)(C)CCN(Cc1ccc(OC)cc1)c1ncccn1. The result is 1 (inhibitor). (6) The result is 0 (non-inhibitor). The molecule is O=C(Oc1ccccc1)N1CCC2(CCN(Cc3ccncc3)CC2)CC1. (7) The compound is CN=C(NC#N)Nc1ccc(C2=NNC(=O)C[C@@H]2C)cc1. The result is 0 (non-inhibitor). (8) The drug is CCN1CCN(C(=O)CCc2nc3ccccc3c(=O)[nH]2)CC1. The result is 0 (non-inhibitor).